This data is from HIV replication inhibition screening data with 41,000+ compounds from the AIDS Antiviral Screen. The task is: Binary Classification. Given a drug SMILES string, predict its activity (active/inactive) in a high-throughput screening assay against a specified biological target. The compound is S=C(S)N1CCN(c2cccc(Cl)c2)CC1.[NaH]. The result is 0 (inactive).